This data is from Reaction yield outcomes from USPTO patents with 853,638 reactions. The task is: Predict the reaction yield, written as a fraction of the theoretical maximum amount of product (1.0 means a 100% yield; for example, 0.34 means a 34% yield). (1) The reactants are [CH2:1]([O:8][C:9]([N:11]1[CH2:16][CH:15]([CH3:17])[CH:14]([OH:18])[CH:13]([NH:19][C:20]([O:22][C:23]([CH3:26])([CH3:25])[CH3:24])=[O:21])[CH2:12]1)=[O:10])[C:2]1[CH:7]=[CH:6][CH:5]=[CH:4][CH:3]=1.N1C=CC=CC=1.CC(OI1(OC(C)=O)(OC(C)=O)OC(=O)C2C=CC=CC1=2)=O.C([O-])(O)=O.[Na+].[O-]S([O-])(=S)=O.[Na+].[Na+]. The catalyst is C(Cl)Cl. The product is [CH2:1]([O:8][C:9]([N:11]1[CH2:16][CH:15]([CH3:17])[C:14](=[O:18])[CH:13]([NH:19][C:20]([O:22][C:23]([CH3:24])([CH3:26])[CH3:25])=[O:21])[CH2:12]1)=[O:10])[C:2]1[CH:3]=[CH:4][CH:5]=[CH:6][CH:7]=1. The yield is 0.950. (2) The reactants are CC(OI1(OC(C)=O)(OC(C)=O)OC(=O)C2C=CC=CC1=2)=O.O[CH2:24][CH2:25][CH2:26][CH2:27][O:28][C:29]1[N:38]=[C:37]2[C:32]([CH2:33][CH2:34][C:35](=[O:39])[NH:36]2)=[CH:31][C:30]=1[CH3:40].C([O-])(O)=O.[Na+].[O-]S([O-])(=S)=O.[Na+].[Na+].Cl.[C:54]1([N:64]2[CH2:69][CH2:68][NH:67][CH2:66][CH2:65]2)[C:63]2[C:58](=[CH:59][CH:60]=[CH:61][CH:62]=2)[CH:57]=[CH:56][CH:55]=1.CCN(CC)CC.[BH-](OC(C)=O)(OC(C)=O)OC(C)=O.[Na+]. The catalyst is C(Cl)Cl. The product is [CH3:40][C:30]1[CH:31]=[C:32]2[C:37](=[N:38][C:29]=1[O:28][CH2:27][CH2:26][CH2:25][CH2:24][N:67]1[CH2:66][CH2:65][N:64]([C:54]3[C:63]4[C:58](=[CH:59][CH:60]=[CH:61][CH:62]=4)[CH:57]=[CH:56][CH:55]=3)[CH2:69][CH2:68]1)[NH:36][C:35](=[O:39])[CH2:34][CH2:33]2. The yield is 0.410. (3) The reactants are Cl.[Cl:2][C:3]1[C:4]([O:37][CH3:38])=[CH:5][CH:6]=[C:7]2[C:12]=1[N:11]=[C:10]([C:13]1[S:14][CH:15]=[C:16]([CH:18]([CH3:20])[CH3:19])[N:17]=1)[CH:9]=[C:8]2[O:21][C@@H:22]1[CH2:26][NH:25][C@H:24]([C:27]([N:29]([CH2:31][CH2:32][CH2:33][CH2:34][CH:35]=[CH2:36])[CH3:30])=[O:28])[CH2:23]1.[C:39](N1C=CN=C1)([N:41]1[CH:45]=[CH:44][N:43]=[CH:42]1)=[O:40]. The catalyst is ClCCl. The product is [Cl:2][C:3]1[C:4]([O:37][CH3:38])=[CH:5][CH:6]=[C:7]2[C:12]=1[N:11]=[C:10]([C:13]1[S:14][CH:15]=[C:16]([CH:18]([CH3:20])[CH3:19])[N:17]=1)[CH:9]=[C:8]2[O:21][C@@H:22]1[CH2:26][N:25]([C:39]([N:41]2[CH:45]=[CH:44][N:43]=[CH:42]2)=[O:40])[C@H:24]([C:27]([N:29]([CH2:31][CH2:32][CH2:33][CH2:34][CH:35]=[CH2:36])[CH3:30])=[O:28])[CH2:23]1. The yield is 0.990. (4) The reactants are [Cl:1][C:2]1[CH:3]=[C:4]([CH:12]([CH2:16][CH:17]2[CH2:21][CH2:20][CH2:19][CH2:18]2)[C:13]([OH:15])=O)[CH:5]=[CH:6][C:7]=1[S:8]([CH3:11])(=[O:10])=[O:9].C(Cl)(=O)C(Cl)=O.[NH2:28][C:29]1[CH:38]=[CH:37][C:36]2[C:31](=[CH:32][CH:33]=[CH:34][CH:35]=2)[N:30]=1.N1C=CC=CC=1. The catalyst is C(Cl)Cl.CN(C)C=O.O. The product is [Cl:1][C:2]1[CH:3]=[C:4]([CH:12]([CH2:16][CH:17]2[CH2:21][CH2:20][CH2:19][CH2:18]2)[C:13]([NH:28][C:29]2[CH:38]=[CH:37][C:36]3[C:31](=[CH:32][CH:33]=[CH:34][CH:35]=3)[N:30]=2)=[O:15])[CH:5]=[CH:6][C:7]=1[S:8]([CH3:11])(=[O:9])=[O:10]. The yield is 0.660.